From a dataset of Full USPTO retrosynthesis dataset with 1.9M reactions from patents (1976-2016). Predict the reactants needed to synthesize the given product. (1) Given the product [Br:14][C:11]1[CH:12]=[CH:13][C:8]([NH:7][C:5](=[O:6])[C:4]2[CH:15]=[CH:16][C:17]([S:18][C:19]3[CH:24]=[CH:23][C:22]([OH:25])=[CH:21][CH:20]=3)=[C:2]([NH:1][C:38]3[C:28]4[CH:33]=[CH:32][CH:31]=[N:30][C:29]=4[N:34]=[CH:35][N:36]=3)[CH:3]=2)=[CH:9][CH:10]=1, predict the reactants needed to synthesize it. The reactants are: [NH2:1][C:2]1[CH:3]=[C:4]([CH:15]=[CH:16][C:17]=1[S:18][C:19]1[CH:24]=[CH:23][C:22]([OH:25])=[CH:21][CH:20]=1)[C:5]([NH:7][C:8]1[CH:13]=[CH:12][C:11]([Br:14])=[CH:10][CH:9]=1)=[O:6].C([C:28]1[C:29]([N:34]=[CH:35][N:36]([CH3:38])C)=[N:30][CH:31]=[CH:32][CH:33]=1)#N. (2) Given the product [Cl:1][C:2]1[C:3]([CH:12]([F:14])[F:13])=[CH:4][C:5]([N+:9]([O-:11])=[O:10])=[C:6]([NH:38][CH:35]2[CH2:34][CH2:33][N:32]([CH:29]3[CH2:30][CH2:31][O:26][CH2:27][CH2:28]3)[CH2:37][CH2:36]2)[CH:7]=1, predict the reactants needed to synthesize it. The reactants are: [Cl:1][C:2]1[CH:7]=[C:6](F)[C:5]([N+:9]([O-:11])=[O:10])=[CH:4][C:3]=1[CH:12]([F:14])[F:13].C(N(CC)C(C)C)(C)C.Cl.Cl.[O:26]1[CH2:31][CH2:30][CH:29]([N:32]2[CH2:37][CH2:36][CH:35]([NH2:38])[CH2:34][CH2:33]2)[CH2:28][CH2:27]1. (3) The reactants are: Cl[CH2:2][CH2:3][CH2:4][S:5]([N:8]1[CH2:13][CH2:12][CH:11]([C:14]2[C:22]3[C:17](=[C:18]([C:29]([NH2:31])=[O:30])[CH:19]=[C:20]([C:23]4[CH:28]=[CH:27][CH:26]=[CH:25][CH:24]=4)[CH:21]=3)[NH:16][N:15]=2)[CH2:10][CH2:9]1)(=[O:7])=[O:6].C([O-])([O-])=O.[K+].[K+].[NH:38]1[CH2:43][CH2:42][NH:41][CH2:40][CH2:39]1.[I-].[Na+]. Given the product [C:23]1([C:20]2[CH:21]=[C:22]3[C:17](=[C:18]([C:29]([NH2:31])=[O:30])[CH:19]=2)[NH:16][N:15]=[C:14]3[CH:11]2[CH2:12][CH2:13][N:8]([S:5]([CH2:4][CH2:3][CH2:2][N:38]3[CH2:43][CH2:42][NH:41][CH2:40][CH2:39]3)(=[O:7])=[O:6])[CH2:9][CH2:10]2)[CH:28]=[CH:27][CH:26]=[CH:25][CH:24]=1, predict the reactants needed to synthesize it. (4) Given the product [CH3:1][N:2]([CH3:27])[C:3]1[CH:4]=[CH:5][C:6]([C:11]2[S:12][C:13]3[CH:19]([O:20][CH2:21][O:22][CH2:23][CH2:24][O:25][CH3:26])[CH2:18][CH2:17][CH2:16][C:14]=3[N:15]=2)=[C:7]([CH:8]([OH:9])[CH3:31])[CH:10]=1, predict the reactants needed to synthesize it. The reactants are: [CH3:1][N:2]([CH3:27])[C:3]1[CH:4]=[CH:5][C:6]([C:11]2[S:12][C:13]3[CH:19]([O:20][CH2:21][O:22][CH2:23][CH2:24][O:25][CH3:26])[CH2:18][CH2:17][CH2:16][C:14]=3[N:15]=2)=[C:7]([CH:10]=1)[CH:8]=[O:9].C[Mg+].[Br-].[C:31]1(C)C=CC=CC=1.C1COCC1. (5) Given the product [ClH:32].[ClH:32].[Cl:33][C:28]1[CH:27]=[C:26]([C@H:14]([CH2:13][CH2:12][N:9]2[CH2:10][CH2:11][CH:6]([N:5]3[CH2:4][CH2:3][CH2:2][NH:1][C:34]3=[O:35])[CH2:7][CH2:8]2)[CH2:15][N:16]([CH3:25])[C:17](=[O:24])[C:18]2[CH:19]=[CH:20][CH:21]=[CH:22][CH:23]=2)[CH:31]=[CH:30][C:29]=1[Cl:32], predict the reactants needed to synthesize it. The reactants are: [NH2:1][CH2:2][CH2:3][CH2:4][NH:5][CH:6]1[CH2:11][CH2:10][N:9]([CH2:12][CH2:13][C@@H:14]([C:26]2[CH:31]=[CH:30][C:29]([Cl:32])=[C:28]([Cl:33])[CH:27]=2)[CH2:15][N:16]([CH3:25])[C:17](=[O:24])[C:18]2[CH:23]=[CH:22][CH:21]=[CH:20][CH:19]=2)[CH2:8][CH2:7]1.[C:34](N1C=CN=C1)(N1C=CN=C1)=[O:35]. (6) The reactants are: [Cl:1][C:2]1[CH:13]=[CH:12][C:5]([O:6][C@@H:7]([CH3:11])[CH2:8][CH2:9][OH:10])=[C:4]([O:14][C:15]2[CH:20]=[CH:19][CH:18]=[CH:17][CH:16]=2)[CH:3]=1.[CH3:21][S:22](Cl)(=[O:24])=[O:23]. Given the product [Cl:1][C:2]1[CH:13]=[CH:12][C:5]([O:6][C@@H:7]([CH3:11])[CH2:8][CH2:9][O:10][S:22]([CH3:21])(=[O:24])=[O:23])=[C:4]([O:14][C:15]2[CH:20]=[CH:19][CH:18]=[CH:17][CH:16]=2)[CH:3]=1, predict the reactants needed to synthesize it. (7) Given the product [CH:15]1([S:20][CH:4]([C:6]2[CH:11]=[CH:10][C:9]([C:12]#[N:13])=[CH:8][CH:7]=2)[C:3]([OH:2])=[O:14])[CH2:19][CH2:18][CH2:17][CH2:16]1.[CH:15]1([S:20][CH:4]([C:6]2[CH:7]=[CH:8][C:9]([C:12]#[N:13])=[CH:10][CH:11]=2)[C:3]([NH:21][C:22]2[S:23][CH:24]=[CH:25][N:26]=2)=[O:14])[CH2:19][CH2:18][CH2:17][CH2:16]1, predict the reactants needed to synthesize it. The reactants are: C[O:2][C:3](=[O:14])[CH:4]([C:6]1[CH:11]=[CH:10][C:9]([C:12]#[N:13])=[CH:8][CH:7]=1)O.[CH:15]1([SH:20])[CH2:19][CH2:18][CH2:17][CH2:16]1.[NH2:21][C:22]1[S:23][CH:24]=[CH:25][N:26]=1. (8) Given the product [F:28][C:3]1[CH:4]=[C:5]([C:8]2[CH:9]=[N:10][C:11]3[N:12]([C:14]([CH2:17][C:18]4[CH:19]=[C:20]5[C:25](=[CH:26][CH:27]=4)[N:24]=[CH:23][CH:22]=[CH:21]5)=[CH:15][N:16]=3)[N:13]=2)[CH:6]=[CH:7][C:2]=1[C:29]#[N:30], predict the reactants needed to synthesize it. The reactants are: Br[C:2]1[CH:7]=[CH:6][C:5]([C:8]2[CH:9]=[N:10][C:11]3[N:12]([C:14]([CH2:17][C:18]4[CH:19]=[C:20]5[C:25](=[CH:26][CH:27]=4)[N:24]=[CH:23][CH:22]=[CH:21]5)=[CH:15][N:16]=3)[N:13]=2)=[CH:4][C:3]=1[F:28].[CH3:29][N:30](C)C(=O)C.O.[OH-].[NH4+].